This data is from Forward reaction prediction with 1.9M reactions from USPTO patents (1976-2016). The task is: Predict the product of the given reaction. Given the reactants [CH2:1]([O:8][C:9]1[C:10]([C:33]([O:35][C:36]([CH3:39])([CH3:38])[CH3:37])=[O:34])=[N:11][C:12]([CH2:16][CH:17]2[CH2:22][CH2:21][N:20]([C:23]3[CH:28]=[CH:27][C:26]([O:29]COC)=[CH:25][CH:24]=3)[CH2:19][CH2:18]2)=[N:13][C:14]=1[CH3:15])[C:2]1[CH:7]=[CH:6][CH:5]=[CH:4][CH:3]=1.[ClH:40].CCCCCC, predict the reaction product. The product is: [ClH:40].[CH2:1]([O:8][C:9]1[C:10]([C:33]([O:35][C:36]([CH3:39])([CH3:38])[CH3:37])=[O:34])=[N:11][C:12]([CH2:16][CH:17]2[CH2:18][CH2:19][N:20]([C:23]3[CH:28]=[CH:27][C:26]([OH:29])=[CH:25][CH:24]=3)[CH2:21][CH2:22]2)=[N:13][C:14]=1[CH3:15])[C:2]1[CH:7]=[CH:6][CH:5]=[CH:4][CH:3]=1.